This data is from Reaction yield outcomes from USPTO patents with 853,638 reactions. The task is: Predict the reaction yield, written as a fraction of the theoretical maximum amount of product (1.0 means a 100% yield; for example, 0.34 means a 34% yield). (1) The reactants are CS(Cl)(=O)=O.[CH3:6][C:7]([CH2:18][CH2:19][CH:20]=[C:21]([CH3:23])[CH3:22])=[CH:8][CH2:9][C:10]1[CH:15]=[CH:14][C:13]([CH2:16]O)=[CH:12][CH:11]=1.CCN(CC)CC.[Na+].[I-:32]. The catalyst is C(Cl)Cl.CC(C)=O.CCOC(C)=O. The product is [CH3:6][C:7]([CH2:18][CH2:19][CH:20]=[C:21]([CH3:23])[CH3:22])=[CH:8][CH2:9][C:10]1[CH:15]=[CH:14][C:13]([CH2:16][I:32])=[CH:12][CH:11]=1. The yield is 0.780. (2) The reactants are [CH:1]([N:3]1[CH2:7][CH2:6][CH2:5][C:4]1=[O:8])=[CH2:2].[C:9]([O:12][CH:13]=[CH2:14])(=[O:11])[CH3:10].C(CC(C)(C)C(O[O-])=O)(C)(C)C.O. The catalyst is C(O)(C)C. The product is [CH:1]([N:3]1[CH2:7][CH2:6][CH2:5][C:4]1=[O:8])=[CH2:2].[C:9]([O:12][CH:13]=[CH2:14])(=[O:11])[CH3:10]. The yield is 0.530. (3) The reactants are [CH:1]([S:4][C:5]1[S:32][C:8]2[O:9][C:10]3[CH:30]=[C:29]([CH3:31])[CH:28]=[CH:27][C:11]=3[N:12]=[C:13]([N:14]3[CH2:19][CH2:18][N:17]([CH2:20][C:21]([CH3:26])([CH3:25])[C:22]([OH:24])=[O:23])[CH2:16][CH2:15]3)[C:7]=2[CH:6]=1)([CH3:3])[CH3:2].[ClH:33]. The catalyst is CC(C)=O. The product is [ClH:33].[CH:1]([S:4][C:5]1[S:32][C:8]2[O:9][C:10]3[CH:30]=[C:29]([CH3:31])[CH:28]=[CH:27][C:11]=3[N:12]=[C:13]([N:14]3[CH2:19][CH2:18][N:17]([CH2:20][C:21]([CH3:25])([CH3:26])[C:22]([OH:24])=[O:23])[CH2:16][CH2:15]3)[C:7]=2[CH:6]=1)([CH3:3])[CH3:2]. The yield is 0.850. (4) The yield is 0.790. The reactants are [F:1][C:2]1[CH:3]=[CH:4][C:5]([CH:8]=O)=[N:6][CH:7]=1.Cl.[NH2:11][OH:12].[OH-].[Na+].Cl. The catalyst is C(O)C.O. The product is [F:1][C:2]1[CH:3]=[CH:4][C:5]([CH:8]=[N:11][OH:12])=[N:6][CH:7]=1. (5) The reactants are O[CH2:2][C:3]1[O:7][C:6]([CH:8]=[O:9])=[CH:5][CH:4]=1.[CH3:10][O:11][C:12](=[O:29])[C:13]1[C:14](=[C:19]([NH:23]CCCCC)[CH:20]=[CH:21][CH:22]=1)[C:15]([O:17][CH3:18])=[O:16]. No catalyst specified. The product is [CH3:10][O:11][C:12](=[O:29])[C:13]1[C:14](=[C:19]([NH:23][CH2:2][C:3]2[O:7][C:6]([CH2:8][OH:9])=[CH:5][CH:4]=2)[CH:20]=[CH:21][CH:22]=1)[C:15]([O:17][CH3:18])=[O:16]. The yield is 0.760. (6) The reactants are [CH3:1][C:2]1[C:7](B2OC(C)(C)C(C)(C)O2)=[CH:6][CH:5]=[CH:4][N:3]=1.Br[C:18]1[CH:23]=[C:22]([CH3:24])[C:21]([CH3:25])=[CH:20][N:19]=1.C1(C)C=CC=CC=1.C(=O)([O-])[O-].[K+].[K+]. The catalyst is O.C1C=CC([P]([Pd]([P](C2C=CC=CC=2)(C2C=CC=CC=2)C2C=CC=CC=2)([P](C2C=CC=CC=2)(C2C=CC=CC=2)C2C=CC=CC=2)[P](C2C=CC=CC=2)(C2C=CC=CC=2)C2C=CC=CC=2)(C2C=CC=CC=2)C2C=CC=CC=2)=CC=1. The product is [CH3:1][C:2]1[C:7]([C:18]2[CH:23]=[C:22]([CH3:24])[C:21]([CH3:25])=[CH:20][N:19]=2)=[CH:6][CH:5]=[CH:4][N:3]=1. The yield is 0.328.